The task is: Predict the reactants needed to synthesize the given product.. This data is from Full USPTO retrosynthesis dataset with 1.9M reactions from patents (1976-2016). (1) Given the product [CH2:34]([O:36][C:37](=[O:48])[CH2:38][C:39]1[CH:40]=[N:41][C:42]([O:46][CH3:47])=[C:43]([C:13]2[CH:14]=[CH:15][C:16]([C:18]([F:20])([F:21])[F:19])=[CH:17][C:12]=2[CH2:11][N:10]([C:9]([O:8][CH2:1][C:2]2[CH:7]=[CH:6][CH:5]=[CH:4][CH:3]=2)=[O:33])[CH2:31][CH3:32])[CH:44]=1)[CH3:35], predict the reactants needed to synthesize it. The reactants are: [CH2:1]([O:8][C:9](=[O:33])[N:10]([CH2:31][CH3:32])[CH2:11][C:12]1[CH:17]=[C:16]([C:18]([F:21])([F:20])[F:19])[CH:15]=[CH:14][C:13]=1B1OC(C)(C)C(C)(C)O1)[C:2]1[CH:7]=[CH:6][CH:5]=[CH:4][CH:3]=1.[CH2:34]([O:36][C:37](=[O:48])[CH2:38][C:39]1[CH:40]=[N:41][C:42]([O:46][CH3:47])=[C:43](Br)[CH:44]=1)[CH3:35]. (2) Given the product [NH:27]([C:25]([C:22]1[CH:23]=[CH:24][C:19]([O:18][CH2:17][CH2:16][C:14]2[N:15]=[C:11]([S:10][C:7]([CH3:9])([CH3:8])[C:6]([OH:34])=[O:5])[S:12][CH:13]=2)=[CH:20][CH:21]=1)=[O:26])[C:28]1[CH:29]=[CH:30][CH:31]=[CH:32][CH:33]=1, predict the reactants needed to synthesize it. The reactants are: C([O:5][C:6](=[O:34])[C:7]([S:10][C:11]1[S:12][CH:13]=[C:14]([CH2:16][CH2:17][O:18][C:19]2[CH:24]=[CH:23][C:22]([C:25]([NH:27][C:28]3[CH:33]=[CH:32][CH:31]=[CH:30][CH:29]=3)=[O:26])=[CH:21][CH:20]=2)[N:15]=1)([CH3:9])[CH3:8])(C)(C)C.FC(F)(F)C(O)=O. (3) Given the product [CH2:4]([C@H:5]1[C@@H:15]([C:16]([O:18][CH3:19])=[O:17])[CH:14]=[C:13]([CH3:20])[O:12][C:6]1=[O:7])[C:3]1[CH:8]=[CH:9][CH:10]=[CH:11][CH:2]=1, predict the reactants needed to synthesize it. The reactants are: Cl[C:2]1[CH:11]=[CH:10][CH:9]=[CH:8][C:3]=1[CH2:4][CH2:5][CH:6]=[O:7].[O:12]=[C:13]([CH3:20])/[CH:14]=[CH:15]/[C:16]([O:18][CH3:19])=[O:17]. (4) Given the product [CH3:35][O:36][C:37]([C:39]1([C:42]2([OH:43])[O:22][N:21]=[C:13]([C:10]3[CH:11]=[CH:12][C:7]([O:6][Si:5]([C:1]([CH3:2])([CH3:4])[CH3:3])([CH3:24])[CH3:23])=[CH:8][CH:9]=3)[CH:14]2[C:15]2[CH:16]=[CH:17][CH:18]=[CH:19][CH:20]=2)[CH2:41][CH2:40]1)=[O:38], predict the reactants needed to synthesize it. The reactants are: [C:1]([Si:5]([CH3:24])([CH3:23])[O:6][C:7]1[CH:12]=[CH:11][C:10]([C:13](=[N:21][OH:22])[CH2:14][C:15]2[CH:20]=[CH:19][CH:18]=[CH:17][CH:16]=2)=[CH:9][CH:8]=1)([CH3:4])([CH3:3])[CH3:2].C1COCC1.C([Li])CCC.[CH3:35][O:36][C:37]([C:39]1([C:42](OC)=[O:43])[CH2:41][CH2:40]1)=[O:38].